From a dataset of Forward reaction prediction with 1.9M reactions from USPTO patents (1976-2016). Predict the product of the given reaction. (1) Given the reactants Cl[CH:2]([C:8]([N:10]([CH2:30][C:31]1[CH:36]=[CH:35][C:34]([O:37][CH3:38])=[CH:33][C:32]=1[O:39][CH3:40])[C:11]1[CH:16]=[CH:15][C:14]([Cl:17])=[CH:13][C:12]=1[C:18]([C:20]1[CH:25]=[CH:24][CH:23]=[C:22]([O:26][CH3:27])[C:21]=1[O:28][CH3:29])=[CH2:19])=[O:9])[CH2:3][C:4]([O:6][CH3:7])=[O:5].C([Sn](CCCC)CCCC)CCC.N(C(C)(C)C#N)=NC(C)(C)C#N, predict the reaction product. The product is: [Cl:17][C:14]1[CH:15]=[CH:16][C:11]2[N:10]([CH2:30][C:31]3[CH:36]=[CH:35][C:34]([O:37][CH3:38])=[CH:33][C:32]=3[O:39][CH3:40])[C:8](=[O:9])[CH:2]([CH2:3][C:4]([O:6][CH3:7])=[O:5])[CH2:19][CH:18]([C:20]3[CH:25]=[CH:24][CH:23]=[C:22]([O:26][CH3:27])[C:21]=3[O:28][CH3:29])[C:12]=2[CH:13]=1. (2) Given the reactants [F:1][C:2]1[CH:28]=[C:27]([F:29])[CH:26]=[CH:25][C:3]=1[O:4][C:5]1[CH:10]=[CH:9][C:8]([NH:11][S:12]([CH3:15])(=[O:14])=[O:13])=[CH:7][C:6]=1[C:16]1[CH:21]=[C:20]([CH3:22])[C:19](=[O:23])[N:18]([CH3:24])[CH:17]=1.C([O-])([O-])=O.[Cs+].[Cs+].[O:36]1[CH2:39][CH:38](OS(C2C=CC(C)=CC=2)(=O)=O)[CH2:37]1, predict the reaction product. The product is: [F:1][C:2]1[CH:28]=[C:27]([F:29])[CH:26]=[CH:25][C:3]=1[O:4][C:5]1[CH:10]=[CH:9][C:8]([N:11]([CH:38]2[CH2:39][O:36][CH2:37]2)[S:12]([CH3:15])(=[O:13])=[O:14])=[CH:7][C:6]=1[C:16]1[CH:21]=[C:20]([CH3:22])[C:19](=[O:23])[N:18]([CH3:24])[CH:17]=1. (3) Given the reactants [C:1]([NH:4][C:5]1[CH:10]=[CH:9][C:8]([S:11](F)(=[O:13])=[O:12])=[CH:7][C:6]=1[F:15])(=[O:3])[CH3:2].[NH:16]1[CH2:21][CH2:20][NH:19][CH2:18][CH2:17]1.[CH2:22](N(CC)CC)C, predict the reaction product. The product is: [F:15][C:6]1[CH:7]=[C:8]([S:11]([N:16]2[CH2:21][CH2:20][N:19]([CH3:22])[CH2:18][CH2:17]2)(=[O:13])=[O:12])[CH:9]=[CH:10][C:5]=1[NH:4][C:1](=[O:3])[CH3:2]. (4) The product is: [CH:17]1([N:16]([CH:14]([C:12]2[CH:11]=[CH:10][N:9]=[C:8]([C:5]3[CH:6]=[CH:7][C:2]([F:1])=[CH:3][CH:4]=3)[CH:13]=2)[CH3:15])[C:27]([C:25]2[N:24]=[CH:23][N:22]([CH3:21])[CH:26]=2)=[O:28])[CH2:20][CH2:19][CH2:18]1. Given the reactants [F:1][C:2]1[CH:7]=[CH:6][C:5]([C:8]2[CH:13]=[C:12]([CH:14]([NH:16][CH:17]3[CH2:20][CH2:19][CH2:18]3)[CH3:15])[CH:11]=[CH:10][N:9]=2)=[CH:4][CH:3]=1.[CH3:21][N:22]1[CH:26]=[C:25]([C:27](Cl)=[O:28])[N:24]=[CH:23]1.C(N(CC)CC)C.O, predict the reaction product. (5) Given the reactants F[C:2]1[C:9]([N+:10]([O-:12])=[O:11])=[CH:8][CH:7]=[CH:6][C:3]=1[C:4]#[N:5].[NH2:13][C:14]1[CH:19]=[CH:18][CH:17]=[CH:16][CH:15]=1.C(N(CC)C(C)C)(C)C, predict the reaction product. The product is: [N+:10]([C:9]1[C:2]([NH:13][C:14]2[CH:19]=[CH:18][CH:17]=[CH:16][CH:15]=2)=[C:3]([CH:6]=[CH:7][CH:8]=1)[C:4]#[N:5])([O-:12])=[O:11]. (6) Given the reactants [NH:1]1[CH2:5][CH2:4][C@H:3]([N:6]([CH2:19][C:20]2[CH:25]=[CH:24][CH:23]=[CH:22][C:21]=2[C:26]([F:29])([F:28])[F:27])[C:7]2[CH:14]=[CH:13][C:10]([C:11]#[N:12])=[C:9]([C:15]([F:18])([F:17])[F:16])[CH:8]=2)[CH2:2]1.Br[CH2:31][CH2:32][O:33][CH3:34], predict the reaction product. The product is: [CH3:34][O:33][CH2:32][CH2:31][N:1]1[CH2:5][CH2:4][C@H:3]([N:6]([CH2:19][C:20]2[CH:25]=[CH:24][CH:23]=[CH:22][C:21]=2[C:26]([F:27])([F:28])[F:29])[C:7]2[CH:14]=[CH:13][C:10]([C:11]#[N:12])=[C:9]([C:15]([F:17])([F:18])[F:16])[CH:8]=2)[CH2:2]1. (7) Given the reactants [Cl:1][C:2]1[CH:7]=[CH:6][C:5]([C:8]2[C:14]3[CH:15]=[CH:16][CH:17]=[CH:18][C:13]=3[N:12]3[C:19]([CH3:22])=[N:20][N:21]=[C:11]3[CH:10]([CH2:23][C:24]([OH:26])=O)[CH:9]=2)=[CH:4][CH:3]=1.CN(C(ON1N=NC2C=CC=NC1=2)=[N+](C)C)C.F[P-](F)(F)(F)(F)F.C(N(CC)CC)C.Cl.[F:59][CH:60]1[CH2:63][NH:62][CH2:61]1, predict the reaction product. The product is: [Cl:1][C:2]1[CH:3]=[CH:4][C:5]([C:8]2[C:14]3[CH:15]=[CH:16][CH:17]=[CH:18][C:13]=3[N:12]3[C:19]([CH3:22])=[N:20][N:21]=[C:11]3[CH:10]([CH2:23][C:24]([N:62]3[CH2:63][CH:60]([F:59])[CH2:61]3)=[O:26])[CH:9]=2)=[CH:6][CH:7]=1.